Dataset: Full USPTO retrosynthesis dataset with 1.9M reactions from patents (1976-2016). Task: Predict the reactants needed to synthesize the given product. (1) Given the product [ClH:35].[Br:1][C:2]1[CH:3]=[C:4]2[C:8](=[CH:9][CH:10]=1)[N:7]([C:11](=[O:20])[CH2:12][N:13]1[CH2:18][CH2:17][N:16]([CH3:19])[CH2:15][CH2:14]1)[CH:6]=[C:5]2/[C:21](/[C:33]#[N:34])=[CH:22]/[C:23]1[CH:24]=[C:25]([CH:28]=[CH:29][C:30]=1[O:31][CH3:32])[C:26]#[N:27], predict the reactants needed to synthesize it. The reactants are: [Br:1][C:2]1[CH:3]=[C:4]2[C:8](=[CH:9][CH:10]=1)[N:7]([C:11](=[O:20])[CH2:12][N:13]1[CH2:18][CH2:17][N:16]([CH3:19])[CH2:15][CH2:14]1)[CH:6]=[C:5]2/[C:21](/[C:33]#[N:34])=[CH:22]/[C:23]1[CH:24]=[C:25]([CH:28]=[CH:29][C:30]=1[O:31][CH3:32])[C:26]#[N:27].[ClH:35].O1CCOCC1. (2) Given the product [I-:19].[CH3:1][C:2]1[CH:7]=[C:6]([N+:8]([O-:10])=[O:9])[C:5]([O:11][CH3:12])=[CH:4][C:3]=1[C:13]1[CH:18]=[CH:17][N+:16]([CH2:20][CH2:21][CH3:22])=[CH:15][CH:14]=1, predict the reactants needed to synthesize it. The reactants are: [CH3:1][C:2]1[CH:7]=[C:6]([N+:8]([O-:10])=[O:9])[C:5]([O:11][CH3:12])=[CH:4][C:3]=1[C:13]1[CH:18]=[CH:17][N:16]=[CH:15][CH:14]=1.[I:19][CH2:20][CH2:21][CH3:22]. (3) Given the product [Cl:1][C:2]1[CH:7]=[CH:6][C:5]([S:8]([N:11]([CH2:19][C:20]2[CH:21]=[CH:22][C:23]([C:24]([OH:26])=[O:25])=[CH:28][CH:29]=2)[C@H:12]2[CH2:17][CH2:16][CH2:15][CH2:14][C@@H:13]2[OH:18])(=[O:10])=[O:9])=[CH:4][CH:3]=1, predict the reactants needed to synthesize it. The reactants are: [Cl:1][C:2]1[CH:7]=[CH:6][C:5]([S:8]([N:11]([CH2:19][C:20]2[CH:29]=[CH:28][C:23]([C:24]([O:26]C)=[O:25])=[CH:22][CH:21]=2)[CH:12]2[CH2:17][CH2:16][CH2:15][CH2:14][CH:13]2[OH:18])(=[O:10])=[O:9])=[CH:4][CH:3]=1.O.[OH-].[Li+].Cl. (4) Given the product [Br:1][C:2]1[CH:3]=[CH:4][C:5]([N:10]2[CH2:14][CH2:13][CH:12]([O:15][C:16](=[O:18])[CH3:17])[CH2:11]2)=[C:6]([CH:9]=1)[CH:7]=[O:8], predict the reactants needed to synthesize it. The reactants are: [Br:1][C:2]1[CH:3]=[CH:4][C:5]([N:10]2[CH2:14][CH2:13][CH:12]([OH:15])[CH2:11]2)=[C:6]([CH:9]=1)[CH:7]=[O:8].[C:16](OC(=O)C)(=[O:18])[CH3:17]. (5) The reactants are: C(OC[N:10]1[CH:14]=[C:13]([C@H:15]([N:17]([CH:33]2[CH2:35][CH2:34]2)[C:18]([C@@H:20]2[O:25][CH2:24][CH2:23][N:22]([C:26]([O:28][C:29]([CH3:32])([CH3:31])[CH3:30])=[O:27])[CH2:21]2)=[O:19])[CH3:16])[N:12]=[C:11]1[O:36][CH:37]([CH3:39])[CH3:38])C1C=CC=CC=1. Given the product [CH:33]1([N:17]([C@@H:15]([C:13]2[N:12]=[C:11]([O:36][CH:37]([CH3:39])[CH3:38])[NH:10][CH:14]=2)[CH3:16])[C:18]([C@@H:20]2[O:25][CH2:24][CH2:23][N:22]([C:26]([O:28][C:29]([CH3:31])([CH3:32])[CH3:30])=[O:27])[CH2:21]2)=[O:19])[CH2:35][CH2:34]1, predict the reactants needed to synthesize it.